This data is from Peptide-MHC class II binding affinity with 134,281 pairs from IEDB. The task is: Regression. Given a peptide amino acid sequence and an MHC pseudo amino acid sequence, predict their binding affinity value. This is MHC class II binding data. (1) The peptide sequence is INELIASGSEKLASV. The MHC is HLA-DQA10501-DQB10301 with pseudo-sequence HLA-DQA10501-DQB10301. The binding affinity (normalized) is 0.605. (2) The peptide sequence is KKKYFAATQFEPLAA. The MHC is HLA-DQA10301-DQB10302 with pseudo-sequence HLA-DQA10301-DQB10302. The binding affinity (normalized) is 0.433.